From a dataset of Full USPTO retrosynthesis dataset with 1.9M reactions from patents (1976-2016). Predict the reactants needed to synthesize the given product. (1) Given the product [CH2:1]([O:3][C:4](=[O:18])[C:5]([O:8][C:9]1[CH:14]=[CH:13][C:12]([CH2:15][NH:16][C:47]([C:46]2[C:41]([CH2:40][O:39][CH3:38])=[N:42][C:43]([C:50]3[CH:51]=[CH:52][C:53]([C:56]([F:59])([F:58])[F:57])=[CH:54][CH:55]=3)=[N:44][CH:45]=2)=[O:48])=[C:11]([Cl:17])[CH:10]=1)([CH3:7])[CH3:6])[CH3:2], predict the reactants needed to synthesize it. The reactants are: [CH2:1]([O:3][C:4](=[O:18])[C:5]([O:8][C:9]1[CH:14]=[CH:13][C:12]([CH2:15][NH2:16])=[C:11]([Cl:17])[CH:10]=1)([CH3:7])[CH3:6])[CH3:2].ClC1C=C(O)C=CC=1C=O.C(CC(Br)(C)C([O-])=O)C.[CH3:38][O:39][CH2:40][C:41]1[C:46]([C:47](O)=[O:48])=[CH:45][N:44]=[C:43]([C:50]2[CH:55]=[CH:54][C:53]([C:56]([F:59])([F:58])[F:57])=[CH:52][CH:51]=2)[N:42]=1.COC(=O)CC(=O)COC. (2) The reactants are: [ClH:1].Cl.[CH2:3]([C:5]1([N:9]([CH3:11])[CH3:10])[CH2:8][NH:7][CH2:6]1)[CH3:4].N1CC[CH2:14][CH2:13]1. Given the product [ClH:1].[ClH:1].[CH2:3]([C:5]1([N:9]2[CH2:11][CH2:14][CH2:13][CH2:10]2)[CH2:8][NH:7][CH2:6]1)[CH3:4], predict the reactants needed to synthesize it. (3) The reactants are: [C:1]1([CH3:9])[CH:6]=[C:5]([CH3:7])[CH:4]=[C:3]([CH3:8])[CH:2]=1.[O:10]=O.CC1C=C(C)C=C(C)C=1CC1C=C(C)C=C(C)C=1. Given the product [CH3:9][C:1]1[CH:6]=[C:5]([CH3:7])[CH:4]=[C:3]([CH3:8])[C:2]=1[OH:10], predict the reactants needed to synthesize it. (4) Given the product [CH2:17]([C:7]1([C:1]2[CH:2]=[CH:3][CH:4]=[CH:5][CH:6]=2)[C:11]2[CH2:12][N:13]([C:22](=[S:23])[NH:21][CH2:24][CH2:25][N:26]3[CH2:31][CH2:30][CH2:29][CH2:28][CH2:27]3)[CH2:14][CH2:15][C:10]=2[C:9](=[O:16])[O:8]1)[CH:18]([CH3:20])[CH3:19], predict the reactants needed to synthesize it. The reactants are: [C:1]1([C:7]2([CH2:17][CH:18]([CH3:20])[CH3:19])[C:11]3[CH2:12][NH:13][CH2:14][CH2:15][C:10]=3[C:9](=[O:16])[O:8]2)[CH:6]=[CH:5][CH:4]=[CH:3][CH:2]=1.[N:21]([CH2:24][CH2:25][N:26]1[CH2:31][CH2:30][CH2:29][CH2:28][CH2:27]1)=[C:22]=[S:23]. (5) The reactants are: [CH2:1]([N:8]([CH2:37][C@H:38]([OH:60])[CH2:39][O:40][C:41]1[CH:46]=[CH:45][C:44]([O:47][CH2:48][C:49]2[CH:54]=[CH:53][CH:52]=[CH:51][CH:50]=2)=[C:43]([NH:55][S:56]([CH3:59])(=[O:58])=[O:57])[CH:42]=1)[C@H:9]1[CH2:14][CH2:13][C@H:12]([C:15]2[CH:36]=[CH:35][C:18]([C:19]([NH:21][C@H:22]([C:30]([O:32]CC)=[O:31])[CH2:23][C:24]3[CH:29]=[CH:28][CH:27]=[CH:26][CH:25]=3)=[O:20])=[CH:17][CH:16]=2)[CH2:11][CH2:10]1)[C:2]1[CH:7]=[CH:6][CH:5]=[CH:4][CH:3]=1.[OH-].[Na+]. Given the product [CH2:1]([N:8]([CH2:37][C@H:38]([OH:60])[CH2:39][O:40][C:41]1[CH:46]=[CH:45][C:44]([O:47][CH2:48][C:49]2[CH:54]=[CH:53][CH:52]=[CH:51][CH:50]=2)=[C:43]([NH:55][S:56]([CH3:59])(=[O:58])=[O:57])[CH:42]=1)[C@H:9]1[CH2:14][CH2:13][C@H:12]([C:15]2[CH:36]=[CH:35][C:18]([C:19]([NH:21][C@H:22]([C:30]([OH:32])=[O:31])[CH2:23][C:24]3[CH:29]=[CH:28][CH:27]=[CH:26][CH:25]=3)=[O:20])=[CH:17][CH:16]=2)[CH2:11][CH2:10]1)[C:2]1[CH:3]=[CH:4][CH:5]=[CH:6][CH:7]=1, predict the reactants needed to synthesize it. (6) Given the product [Cl:29][C:25]1[CH:24]=[C:23]([S:20]([NH:19][CH2:18][C:17]([CH3:31])([CH3:30])[C:16]([NH:15][CH:8]2[CH:7]3[CH2:6][C:5]4([C:3]([OH:4])=[O:2])[CH2:12][CH:11]([CH2:10][CH:9]2[CH2:14]4)[CH2:13]3)=[O:32])(=[O:21])=[O:22])[CH:28]=[CH:27][CH:26]=1, predict the reactants needed to synthesize it. The reactants are: C[O:2][C:3]([C:5]12[CH2:14][CH:9]3[CH2:10][CH:11]([CH2:13][CH:7]([CH:8]3[NH:15][C:16](=[O:32])[C:17]([CH3:31])([CH3:30])[CH2:18][NH:19][S:20]([C:23]3[CH:28]=[CH:27][CH:26]=[C:25]([Cl:29])[CH:24]=3)(=[O:22])=[O:21])[CH2:6]1)[CH2:12]2)=[O:4].Cl. (7) Given the product [NH:4]1[CH:8]=[CH:7][CH:6]=[C:5]1[C:9]([NH:2][NH2:3])=[O:11], predict the reactants needed to synthesize it. The reactants are: O.[NH2:2][NH2:3].[NH:4]1[CH:8]=[CH:7][CH:6]=[C:5]1[C:9]([O:11]C)=O.